Task: Binary Classification. Given a miRNA mature sequence and a target amino acid sequence, predict their likelihood of interaction.. Dataset: Experimentally validated miRNA-target interactions with 360,000+ pairs, plus equal number of negative samples (1) The miRNA is hsa-miR-7157-5p with sequence UCAGCAUUCAUUGGCACCAGAGA. The protein sequence of the target gene is MHSPPGLLALWLCAVLCASARAGSDPQPGPGRPACPAPCHCQEDGIMLSADCSELGLSVVPADLDPLTAYLDLSMNNLTELQPGLFHHLRFLEELRLSGNHLSHIPGQAFSGLHSLKILMLQSNQLRGIPAEALWELPSLQSLRLDANLISLVPERSFEGLSSLRHLWLDDNALTEIPVRALNNLPALQAMTLALNHIRHIPDYAFQNLTSLVVLHLHNNRIQHVGTHSFEGLHNLETLDLNYNELQEFPLAIRTLGRLQELGFHNNNIKAIPEKAFMGSPLLQTIHFYDNPIQFVGRSA.... Result: 0 (no interaction). (2) The miRNA is mmu-miR-1264-3p with sequence CAAAUCUUAUUUGAGCACCUGU. The protein sequence of the target gene is MSGSSGGATAPAASSGPAAAASAAGSGCGGGAGEGAEEAAKDLADIAAFFRSGFRKNDEMKAMDVLPILKEKVAYLSGGRDKRGGPILTFPARSNHDRIRQEDLRRLISYLACIPSEEVCKRGFTVIVDMRGSKWDSIKPLLKILQESFPCCIHIALIIKPDNFWQKQRTNFGSSKFEFETNMVSLEGLTKVVDPSQLTPEFDGCLEYNHEEWIEIRVAFEEYISNAAHMLSRLEELQDVLAKKELPQDLEGARNMIDEHSQLKKKVIKAPIEDLDLEGQKLLQRIQSSDSFPKKNSGSG.... Result: 1 (interaction). (3) The miRNA is hsa-miR-552-5p with sequence GUUUAACCUUUUGCCUGUUGG. The protein sequence of the target gene is MSYVFVNDSSQTNVPLLQACIDGDFNYSKRLLESGFDPNIRDSRGRTGLHLAAARGNVDICQLLHKFGADLLATDYQGNTALHLCGHVDTIQFLVSNGLKIDICNHQGATPLVLAKRRGVNKDVIRLLESLEEQEVKGFNRGTHSKLETMQTAESESAMESHSLLNPNLQQGEGVLSSFRTTWQEFVEDLGFWRVLLLIFVIALLSLGIAYYVSGVLPFVENQPELVH. Result: 1 (interaction). (4) The miRNA is hsa-miR-4746-3p with sequence AGCGGUGCUCCUGCGGGCCGA. The protein sequence of the target gene is MADPDPRYPRSSIEDDFNYGSSVASATVHIRMAFLRKVYSILSLQVLLTTVTSTVFLYFESVRTFVHESPALILLFALGSLGLIFALILNRHKYPLNLYLLFGFTLLEALTVAVVVTFYDVYIILQAFILTTTVFFGLTVYTLQSKKDFSKFGAGLFALLWILCLSGFLKFFFYSEIMELVLAAAGALLFCGFIIYDTHSLMHKLSPEEYVLAAISLYLDIINLFLHLLRFLEAVNKK. Result: 1 (interaction). (5) The miRNA is hsa-miR-6762-3p with sequence UGGCUGCUUCCCUUGGUCUCCAG. The protein sequence of the target gene is MAEVGGVFASLDWDLHGFSSSLGNVPLADSPGFLNERLGQIEGKLQRGSPTDFAHLKGILRRRQLYCRTGFHLEIFPNGTVHGTRHDHSRFGILEFISLAVGLISIRGVDSGLYLGMNERGELYGSKKLTRECVFREQFEENWYNTYASTLYKHSDSERQYYVALNKDGSPREGYRTKRHQKFTHFLPRPVDPSKLPSMSRDLFRYR. Result: 0 (no interaction). (6) The miRNA is hsa-miR-520a-5p with sequence CUCCAGAGGGAAGUACUUUCU. The protein sequence of the target gene is MEAERRPAPGSPSEGLFADGHLILWTLCSVLLPVFITFWCSLQRSRRQLHRRDIFRKSKHGWRDTDLFSQPTYCCVCAQHILQGAFCDCCGLRVDEGCLRKADKRFQCKEIMLKNDTKVLDAMPHHWIRGNVPLCSYCMVCKQQCGCQPKLCDYRCIWCQKTVHDECMKNSLKNEKCDFGEFKNLIIPPSYLTSINQMRKDKKTDYEVLASKLGKQWTPLIILANSRSGTNMGEGLLGEFRILLNPVQVFDVTKTPPIKALQLCTLLPYYSARVLVCGGDGTVGWVLDAVDDMKIKGQEK.... Result: 0 (no interaction). (7) The miRNA is hsa-miR-548aw with sequence GUGCAAAAGUCAUCACGGUU. The protein sequence of the target gene is MMAYSDTTMMSDDIDWLRSHRGVCKVDLYNPEGQQDQDRKVICFVDVSTLNVEDKDYKDAASSSSEGNLNLGSLEEKEIIVIKDTEKKDQSKTEGSVCLFKQAPSDPVSVLNWLLSDLQKYALGFQHALSPSTSTCKHKVGDTEGEYHRASSENCYSVYADQVNIDYLMNRPQNLRLEMTAAKNTNNNQSPSAPPAKPPSTQRAVISPDGECSIDDLSFYVNRLSSLVIQMAHKEIKEKLEGKSKCLHHSICPSPGNKERISPRTPASKIASEMAYEAVELTAAEMRGTGEESREGGQKS.... Result: 0 (no interaction).